Binary Classification. Given a drug SMILES string, predict its activity (active/inactive) in a high-throughput screening assay against a specified biological target. From a dataset of Serine/threonine kinase 33 screen with 319,792 compounds. The compound is Brc1c(OCCCSc2[nH]c(cc(=O)n2)C)c(Cl)cc(c1)C. The result is 0 (inactive).